Dataset: Catalyst prediction with 721,799 reactions and 888 catalyst types from USPTO. Task: Predict which catalyst facilitates the given reaction. (1) Reactant: [Br:1][C:2]1[CH:3]=[C:4]([Cl:25])[C:5]2[O:9][C:8]([CH2:10][CH2:11][N:12]([CH2:18][CH:19](OC)OC)[C:13](=[O:17])[O:14][CH2:15][CH3:16])=[CH:7][C:6]=2[CH:24]=1.[Al+3].[Cl-].[Cl-].[Cl-]. Product: [Br:1][C:2]1[CH:3]=[C:4]([Cl:25])[C:5]2[O:9][C:8]3[CH2:10][CH2:11][N:12]([C:13]([O:14][CH2:15][CH3:16])=[O:17])[CH:18]=[CH:19][C:7]=3[C:6]=2[CH:24]=1. The catalyst class is: 4. (2) Reactant: [CH3:1][C:2]1[CH:7]=[CH:6][C:5]([C:8]2[CH2:13][CH2:12][CH2:11][CH2:10][C:9]=2[C:14]([OH:16])=O)=[CH:4][CH:3]=1.[N:17]1([CH2:22][CH2:23][O:24][C:25]2[CH:30]=[CH:29][C:28]([NH2:31])=[CH:27][CH:26]=2)[CH:21]=[CH:20][CH:19]=[N:18]1.O.ON1C2C=CC=CC=2N=N1.CN(C)CCCN=C=NCC. Product: [CH3:1][C:2]1[CH:3]=[CH:4][C:5]([C:8]2[CH2:13][CH2:12][CH2:11][CH2:10][C:9]=2[C:14]([NH:31][C:28]2[CH:29]=[CH:30][C:25]([O:24][CH2:23][CH2:22][N:17]3[CH:21]=[CH:20][CH:19]=[N:18]3)=[CH:26][CH:27]=2)=[O:16])=[CH:6][CH:7]=1. The catalyst class is: 255. (3) Reactant: [NH2:1][CH2:2][C:3]([OH:5])=[O:4].CN1CCOCC1.[N:13]1([C:29]([O:31][CH2:32][C:33]2[CH:38]=[CH:37][CH:36]=[CH:35][CH:34]=2)=[O:30])[C:17](=[O:18])[CH2:16][CH2:15][C@H:14]1[C:19]([N:21]1[CH2:28][CH2:27][CH2:26][C@H:22]1[C:23](O)=[O:24])=[O:20]. Product: [N:13]1([C:29]([O:31][CH2:32][C:33]2[CH:34]=[CH:35][CH:36]=[CH:37][CH:38]=2)=[O:30])[C:17](=[O:18])[CH2:16][CH2:15][C@H:14]1[C:19]([N:21]1[CH2:28][CH2:27][CH2:26][C@H:22]1[C:23]([NH:1][CH2:2][C:3]([OH:5])=[O:4])=[O:24])=[O:20]. The catalyst class is: 2. (4) Reactant: [NH:1]1[C:5]2[CH:6]=[CH:7][CH:8]=[CH:9][C:4]=2[N:3]=[C:2]1[CH2:10][N:11]([CH2:22][C:23]1[CH:30]=[CH:29][C:26]([CH:27]=O)=[CH:25][CH:24]=1)[CH:12]1[C:21]2[N:20]=[CH:19][CH:18]=[CH:17][C:16]=2[CH2:15][CH2:14][CH2:13]1.[CH3:31][NH2:32].[BH4-].[Na+]. Product: [NH:1]1[C:5]2[CH:6]=[CH:7][CH:8]=[CH:9][C:4]=2[N:3]=[C:2]1[CH2:10][N:11]([CH2:22][C:23]1[CH:30]=[CH:29][C:26]([CH2:27][NH:32][CH3:31])=[CH:25][CH:24]=1)[CH:12]1[C:21]2[N:20]=[CH:19][CH:18]=[CH:17][C:16]=2[CH2:15][CH2:14][CH2:13]1. The catalyst class is: 5. (5) Reactant: [NH:1]1[C:9]2[C:4](=[C:5]([C:10]3[N:11]=[C:12]([N:41]4[CH2:46][CH2:45][O:44][CH2:43][CH2:42]4)[C:13]4[S:18][C:17]([CH2:19][N:20]5[CH2:25][CH2:24][N:23]([C:26](=[O:40])[CH2:27][CH2:28][C:29](=[O:39])[CH2:30]P(=O)(OCC)OCC)[CH2:22][CH2:21]5)=[CH:16][C:14]=4[N:15]=3)[CH:6]=[CH:7][CH:8]=2)[CH:3]=[N:2]1.[CH:47]1([CH:50]=O)[CH2:49][CH2:48]1.C([O-])([O-])=O.[Na+].[Na+]. Product: [NH:1]1[C:9]2[C:4](=[C:5]([C:10]3[N:11]=[C:12]([N:41]4[CH2:46][CH2:45][O:44][CH2:43][CH2:42]4)[C:13]4[S:18][C:17]([CH2:19][N:20]5[CH2:21][CH2:22][N:23]([C:26](=[O:40])[CH2:27][CH2:28][C:29](=[O:39])/[CH:30]=[CH:50]/[CH:47]6[CH2:49][CH2:48]6)[CH2:24][CH2:25]5)=[CH:16][C:14]=4[N:15]=3)[CH:6]=[CH:7][CH:8]=2)[CH:3]=[N:2]1. The catalyst class is: 20. (6) Reactant: [C:1]([O:4][C@@H:5]1[CH2:9][C@H:8]([C:10]2[N:14]3[C:15]4[CH:21]=[CH:20][N:19]([S:22]([C:25]5[CH:31]=[CH:30][C:28]([CH3:29])=[CH:27][CH:26]=5)(=[O:24])=[O:23])[C:16]=4[N:17]=[CH:18][C:13]3=[C:12](Br)[N:11]=2)[N:7]([C:33](=[O:35])[CH3:34])[CH2:6]1)(=[O:3])[CH3:2].[CH:36]([NH:39][C:40]1[CH:45]=[CH:44][C:43](B2OC(C)(C)C(C)(C)O2)=[CH:42][CH:41]=1)([CH3:38])[CH3:37]. Product: [C:1]([O:4][C@@H:5]1[CH2:9][C@H:8]([C:10]2[N:14]3[C:15]4[CH:21]=[CH:20][N:19]([S:22]([C:25]5[CH:31]=[CH:30][C:28]([CH3:29])=[CH:27][CH:26]=5)(=[O:24])=[O:23])[C:16]=4[N:17]=[CH:18][C:13]3=[C:12]([C:43]3[CH:44]=[CH:45][C:40]([NH:39][CH:36]([CH3:38])[CH3:37])=[CH:41][CH:42]=3)[N:11]=2)[N:7]([C:33](=[O:35])[CH3:34])[CH2:6]1)(=[O:3])[CH3:2]. The catalyst class is: 622. (7) Reactant: [CH3:1][O:2][C:3](=[O:17])[C:4]1[CH:13]=[C:12]([O:14][CH2:15][CH3:16])[CH:11]=[C:6]([C:7]([O:9]C)=[O:8])[CH:5]=1.[OH-].[Na+]. Product: [CH3:1][O:2][C:3](=[O:17])[C:4]1[CH:13]=[C:12]([O:14][CH2:15][CH3:16])[CH:11]=[C:6]([C:7]([OH:9])=[O:8])[CH:5]=1. The catalyst class is: 5. (8) Reactant: [Na+].[Br-].C([O-])(O)=O.[Na+].[C:8]1([CH2:14]/[C:15](/[CH3:19])=[CH:16]/[CH2:17][OH:18])[CH2:13][CH2:12][CH2:11][CH2:10][CH:9]=1.[O-]Cl.[Na+]. Product: [C:8]1([CH2:14]/[C:15](/[CH3:19])=[CH:16]/[CH:17]=[O:18])[CH2:13][CH2:12][CH2:11][CH2:10][CH:9]=1. The catalyst class is: 93.